The task is: Predict which catalyst facilitates the given reaction.. This data is from Catalyst prediction with 721,799 reactions and 888 catalyst types from USPTO. (1) Reactant: C(OC(=O)[N:7]([C:30]1[CH:35]=[CH:34][C:33]([N:36]2[CH2:41][CH2:40][N:39]([CH3:42])[CH2:38][CH2:37]2)=[CH:32][CH:31]=1)[C:8]1[C:9]2[N:10]([CH:27]=[CH:28][N:29]=2)[C:11]([Sn](CCCC)(CCCC)CCCC)=[CH:12][N:13]=1)(C)(C)C.Br[C:45]1[S:49][CH:48]=[C:47]([C:50]([NH2:52])=[O:51])[CH:46]=1. Product: [NH3:7].[CH3:42][N:39]1[CH2:40][CH2:41][N:36]([C:33]2[CH:34]=[CH:35][C:30]([NH:7][C:8]3[C:9]4[N:10]([CH:27]=[CH:28][N:29]=4)[C:11]([C:45]4[S:49][CH:48]=[C:47]([C:50]([NH2:52])=[O:51])[CH:46]=4)=[CH:12][N:13]=3)=[CH:31][CH:32]=2)[CH2:37][CH2:38]1. The catalyst class is: 128. (2) Reactant: [F:1][C:2]1[CH:3]=[C:4]([CH:30]=[CH:31][C:32]=1[O:33]C)[CH2:5][N:6]1[C:14]2[CH:13]=[C:12]3[NH:15][C:16]([NH:18][C:19](=[O:26])[C:20]4[CH:25]=[CH:24][CH:23]=[CH:22][CH:21]=4)=[N:17][C:11]3=[CH:10][C:9]=2[C:8]([CH3:28])([CH3:27])[C:7]1=[O:29].B(Br)(Br)Br.Cl. Product: [F:1][C:2]1[CH:3]=[C:4]([CH:30]=[CH:31][C:32]=1[OH:33])[CH2:5][N:6]1[C:14]2[CH:13]=[C:12]3[NH:15][C:16]([NH:18][C:19](=[O:26])[C:20]4[CH:25]=[CH:24][CH:23]=[CH:22][CH:21]=4)=[N:17][C:11]3=[CH:10][C:9]=2[C:8]([CH3:28])([CH3:27])[C:7]1=[O:29]. The catalyst class is: 2. (3) Reactant: [F:1][CH:2]([F:32])[C:3]1[CH:8]=[C:7]([C@@:9]2([C:20]3[CH:25]=[CH:24][CH:23]=[C:22]([C:26]4[CH:27]=[N:28][CH:29]=[N:30][CH:31]=4)[CH:21]=3)[C:17]3[C:12](=[C:13]([F:18])[CH:14]=[CH:15][CH:16]=3)[C:11]([NH2:19])=[N:10]2)[CH:6]=[CH:5][N:4]=1.[C:33]([OH:40])(=[O:39])/[CH:34]=[CH:35]/[C:36]([OH:38])=[O:37]. Product: [C:33]([OH:40])(=[O:39])/[CH:34]=[CH:35]/[C:36]([OH:38])=[O:37].[F:32][CH:2]([F:1])[C:3]1[CH:8]=[C:7]([C@@:9]2([C:20]3[CH:25]=[CH:24][CH:23]=[C:22]([C:26]4[CH:27]=[N:28][CH:29]=[N:30][CH:31]=4)[CH:21]=3)[C:17]3[C:12](=[C:13]([F:18])[CH:14]=[CH:15][CH:16]=3)[C:11]([NH2:19])=[N:10]2)[CH:6]=[CH:5][N:4]=1.[F:32][CH:2]([C:3]1[CH:8]=[C:7]([C@@:9]2([C:20]3[CH:25]=[CH:24][CH:23]=[C:22]([C:26]4[CH:31]=[N:30][CH:29]=[N:28][CH:27]=4)[CH:21]=3)[C:17]3[C:12](=[C:13]([F:18])[CH:14]=[CH:15][CH:16]=3)[C:11]([NH2:19])=[N:10]2)[CH:6]=[CH:5][N:4]=1)[F:1]. The catalyst class is: 13.